From a dataset of Aqueous solubility values for 9,982 compounds from the AqSolDB database. Regression/Classification. Given a drug SMILES string, predict its absorption, distribution, metabolism, or excretion properties. Task type varies by dataset: regression for continuous measurements (e.g., permeability, clearance, half-life) or binary classification for categorical outcomes (e.g., BBB penetration, CYP inhibition). For this dataset (solubility_aqsoldb), we predict Y. (1) The compound is C#CC1(OC(C)=O)CCC2C3CCC4=CC(=O)CCC4C3CCC21C. The Y is -4.79 log mol/L. (2) The molecule is O=C(O)CNC(Cc1ccccc1)C(=O)O. The Y is -2.16 log mol/L. (3) The molecule is Cc1ccnc2c1NC(=O)c1cccnc1N2C1CC1. The Y is -3.19 log mol/L. (4) The compound is CC(O)CSCCCCCCCCC(C)(C)C. The Y is -4.73 log mol/L. (5) The molecule is Cc1cc(Cl)ccc1N=CN(C)C. The Y is -2.88 log mol/L. (6) The compound is CNC(=S)NN. The Y is -0.466 log mol/L. (7) The compound is C=CC1CN2CCC1CC2C(=O)c1ccnc2ccccc12. The Y is -3.19 log mol/L. (8) The drug is CC1=C(/C=C/C(C)=C/C=C/C(C)=C/C=C/C=C(C)/C=C/C=C(C)/C=C/C2=C(C)CCCC2(C)C)C(C)(C)CCC1. The Y is -7.55 log mol/L. (9) The compound is CNC(=O)Oc1ccccc1C(C)C. The Y is -2.68 log mol/L.